Dataset: Reaction yield outcomes from USPTO patents with 853,638 reactions. Task: Predict the reaction yield, written as a fraction of the theoretical maximum amount of product (1.0 means a 100% yield; for example, 0.34 means a 34% yield). (1) The reactants are [Cl:1][CH2:2][C:3]([NH:5][C:6]([CH3:11])([CH3:10])[C:7]([OH:9])=[O:8])=O.C(N(CC)CC)C.ClC(OCC)=O. The catalyst is CC(C)=O. The product is [Cl:1][CH2:2][C:3]1[O:8][C:7](=[O:9])[C:6]([CH3:11])([CH3:10])[N:5]=1. The yield is 0.820. (2) The reactants are [Br:1][C:2]1[CH:10]=[C:9]([OH:11])[CH:8]=[C:7]2[C:3]=1[CH2:4][NH:5][C:6]2=[O:12].C([O-])([O-])=O.[Cs+].[Cs+].Br[CH2:20][C:21]([O:23][C:24]([CH3:27])([CH3:26])[CH3:25])=[O:22]. The catalyst is CN(C=O)C.O. The product is [Br:1][C:2]1[CH:10]=[C:9]([O:11][CH2:20][C:21]([O:23][C:24]([CH3:27])([CH3:26])[CH3:25])=[O:22])[CH:8]=[C:7]2[C:3]=1[CH2:4][NH:5][C:6]2=[O:12]. The yield is 0.450. (3) The reactants are [F:1][CH:2]([F:30])[C:3]1[C:11]2[C:6](=[CH:7][CH:8]=[C:9]([F:12])[CH:10]=2)[N:5]([S:13]([C:16]2[CH:21]=[CH:20][C:19]([O:22][CH3:23])=[C:18]([N:24]3[CH2:29][CH2:28][NH:27][CH2:26][CH2:25]3)[CH:17]=2)(=[O:15])=[O:14])[CH:4]=1.[C:31]([BH3-])#N.[Na+].C=O. The catalyst is CO. The product is [F:30][CH:2]([F:1])[C:3]1[C:11]2[C:6](=[CH:7][CH:8]=[C:9]([F:12])[CH:10]=2)[N:5]([S:13]([C:16]2[CH:21]=[CH:20][C:19]([O:22][CH3:23])=[C:18]([N:24]3[CH2:29][CH2:28][N:27]([CH3:31])[CH2:26][CH2:25]3)[CH:17]=2)(=[O:15])=[O:14])[CH:4]=1. The yield is 0.880. (4) The reactants are C(OC(=O)[NH:7][C:8]12[CH2:15][CH:14]3[CH2:16][C:10]([CH2:17][N:18]4[C:26](=[O:27])[C:25]5[C:20](=[CH:21][CH:22]=[CH:23][CH:24]=5)[C:19]4=[O:28])([CH2:11][CH:12]1[CH2:13]3)[CH2:9]2)(C)(C)C.FC(F)(F)C(O)=O. The catalyst is ClCCl. The product is [NH2:7][C:8]12[CH2:15][CH:14]3[CH2:16][C:10]([CH2:17][N:18]4[C:19](=[O:28])[C:20]5[C:25](=[CH:24][CH:23]=[CH:22][CH:21]=5)[C:26]4=[O:27])([CH2:11][CH:12]1[CH2:13]3)[CH2:9]2. The yield is 0.860. (5) The reactants are [CH3:1][O:2][C:3]1[CH:4]=[C:5]([C:12]([C:16]2[CH:21]=[C:20]([O:22][CH3:23])[C:19]([O:24][CH3:25])=[C:18]([O:26][CH3:27])[CH:17]=2)=[CH:13][C:14]#[N:15])[CH:6]=[CH:7][C:8]=1[N+:9]([O-])=O.O.O.[Sn](Cl)(Cl)(Cl)Cl.[OH-].[Na+]. The catalyst is C(O)C. The product is [NH2:9][C:8]1[CH:7]=[CH:6][C:5]([C:12]([C:16]2[CH:21]=[C:20]([O:22][CH3:23])[C:19]([O:24][CH3:25])=[C:18]([O:26][CH3:27])[CH:17]=2)=[CH:13][C:14]#[N:15])=[CH:4][C:3]=1[O:2][CH3:1]. The yield is 0.420.